From a dataset of Retrosynthesis with 50K atom-mapped reactions and 10 reaction types from USPTO. Predict the reactants needed to synthesize the given product. Given the product CCOC(=O)COc1cccc(C2CCCCC2Cc2nc(-c3ccccc3)c(-c3ccccc3)o2)c1, predict the reactants needed to synthesize it. The reactants are: CCOC(=O)COc1cccc(C2CCCCC2=Cc2nc(-c3ccccc3)c(-c3ccccc3)o2)c1.